This data is from Forward reaction prediction with 1.9M reactions from USPTO patents (1976-2016). The task is: Predict the product of the given reaction. (1) Given the reactants [Cl:1][C:2]1[CH:7]=[CH:6][CH:5]=[C:4]([Cl:8])[C:3]=1[C:9]1[CH:14]=[C:13]([F:15])[CH:12]=[C:11](C=O)[C:10]=1[O:18][CH3:19].C1C=C(Cl)C=C(C(OO)=[O:28])C=1.[OH-].[Na+].Cl, predict the reaction product. The product is: [Cl:1][C:2]1[CH:7]=[CH:6][CH:5]=[C:4]([Cl:8])[C:3]=1[C:9]1[CH:14]=[C:13]([F:15])[CH:12]=[C:11]([OH:28])[C:10]=1[O:18][CH3:19]. (2) The product is: [Cl:34][C:31]1[CH:32]=[CH:33][C:28]([O:27][C:24]2[CH:23]=[CH:22][C:21]([CH2:20][CH2:19][O:18][C:16]3[C:15]([F:39])=[CH:14][N:13]=[C:12]([O:8][CH2:7][C:1]4[CH:6]=[CH:5][CH:4]=[CH:3][CH:2]=4)[N:17]=3)=[CH:26][CH:25]=2)=[CH:29][C:30]=1[C:35]([F:36])([F:38])[F:37]. Given the reactants [C:1]1([CH2:7][OH:8])[CH:6]=[CH:5][CH:4]=[CH:3][CH:2]=1.[H-].[Na+].Cl[C:12]1[N:17]=[C:16]([O:18][CH2:19][CH2:20][C:21]2[CH:26]=[CH:25][C:24]([O:27][C:28]3[CH:33]=[CH:32][C:31]([Cl:34])=[C:30]([C:35]([F:38])([F:37])[F:36])[CH:29]=3)=[CH:23][CH:22]=2)[C:15]([F:39])=[CH:14][N:13]=1, predict the reaction product. (3) Given the reactants [F:1][C:2]1[CH:7]=[C:6]([O:8]C)[CH:5]=[CH:4][C:3]=1[C:10]1[N:11]=[N:12][C:13]([O:16][CH:17]2[CH2:22][C:21]([CH3:24])([CH3:23])[NH:20][C:19]([CH3:26])([CH3:25])[CH2:18]2)=[CH:14][CH:15]=1.B(Br)(Br)Br, predict the reaction product. The product is: [F:1][C:2]1[CH:7]=[C:6]([OH:8])[CH:5]=[CH:4][C:3]=1[C:10]1[N:11]=[N:12][C:13]([O:16][CH:17]2[CH2:18][C:19]([CH3:25])([CH3:26])[NH:20][C:21]([CH3:24])([CH3:23])[CH2:22]2)=[CH:14][CH:15]=1. (4) Given the reactants [CH3:1][C:2]1([CH3:39])[CH2:11][CH2:10][C:9]([CH3:13])([CH3:12])[C:8]2[CH:7]=[C:6]([Se:14][C:15]#[C:16][C:17]3[CH:26]=[CH:25][C:20]([C:21]([O:23]C)=[O:22])=[CH:19][CH:18]=3)[CH:5]=[C:4]([O:27][CH2:28][C:29]3[CH:34]=[CH:33][C:32]([C:35]([F:38])([F:37])[F:36])=[CH:31][CH:30]=3)[C:3]1=2.[OH-].[Na+], predict the reaction product. The product is: [CH3:1][C:2]1([CH3:39])[CH2:11][CH2:10][C:9]([CH3:12])([CH3:13])[C:8]2[CH:7]=[C:6]([Se:14][C:15]#[C:16][C:17]3[CH:26]=[CH:25][C:20]([C:21]([OH:23])=[O:22])=[CH:19][CH:18]=3)[CH:5]=[C:4]([O:27][CH2:28][C:29]3[CH:34]=[CH:33][C:32]([C:35]([F:36])([F:38])[F:37])=[CH:31][CH:30]=3)[C:3]1=2.